This data is from Full USPTO retrosynthesis dataset with 1.9M reactions from patents (1976-2016). The task is: Predict the reactants needed to synthesize the given product. (1) Given the product [Br:1][C:2]1[CH:11]=[C:10]([CH:9]=[CH:8][C:3]=1[C:4]([O:6][CH3:7])=[O:5])[C:12]([OH:13])=[O:42], predict the reactants needed to synthesize it. The reactants are: [Br:1][C:2]1[CH:11]=[C:10]([CH3:12])[CH:9]=[CH:8][C:3]=1[C:4]([O:6][CH3:7])=[O:5].[O-:13][Mn](=O)(=O)=O.[K+].C1OCCOCCOCCOCCOCCOC1.CC(O)(C)C.[OH2:42]. (2) Given the product [N+:1]([C:4]1[CH:9]=[CH:8][CH:7]=[CH:6][C:5]=1[N:10]1[CH2:11][CH2:12][N:13]([C:16]([O:18][C:19]([CH3:22])([CH3:21])[CH3:20])=[O:17])[CH2:14][CH2:15]1)([O-:3])=[O:2], predict the reactants needed to synthesize it. The reactants are: [N+:1]([C:4]1[CH:9]=[CH:8][CH:7]=[CH:6][C:5]=1[N:10]1[CH2:15][CH2:14][NH:13][CH2:12][CH2:11]1)([O-:3])=[O:2].[C:16](O[C:16]([O:18][C:19]([CH3:22])([CH3:21])[CH3:20])=[O:17])([O:18][C:19]([CH3:22])([CH3:21])[CH3:20])=[O:17].